This data is from Forward reaction prediction with 1.9M reactions from USPTO patents (1976-2016). The task is: Predict the product of the given reaction. (1) Given the reactants [Cl:1][C:2]1[C:6]([Cl:7])=[C:5]([CH3:8])[NH:4][C:3]=1[C:9]([NH:11][C@@H:12]1[CH2:17][CH2:16][N:15]([C:18]([O:20][CH2:21][C:22]2[CH:27]=[CH:26][CH:25]=[CH:24][CH:23]=2)=[O:19])[CH2:14][C@@H:13]1[N:28]1[CH:32]=[C:31]([CH2:33]O)[N:30]=[N:29]1)=[O:10].CCN(S(F)(F)[F:41])CC, predict the reaction product. The product is: [Cl:1][C:2]1[C:6]([Cl:7])=[C:5]([CH3:8])[NH:4][C:3]=1[C:9]([NH:11][C@@H:12]1[CH2:17][CH2:16][N:15]([C:18]([O:20][CH2:21][C:22]2[CH:27]=[CH:26][CH:25]=[CH:24][CH:23]=2)=[O:19])[CH2:14][C@@H:13]1[N:28]1[CH:32]=[C:31]([CH2:33][F:41])[N:30]=[N:29]1)=[O:10]. (2) Given the reactants [CH3:1][C:2]1[N:7]=[CH:6][C:5]([CH2:8]O)=[CH:4][CH:3]=1.S(Cl)([Cl:12])=O, predict the reaction product. The product is: [Cl:12][CH2:8][C:5]1[CH:4]=[CH:3][C:2]([CH3:1])=[N:7][CH:6]=1. (3) The product is: [CH2:25]([N:22]1[C:17]2=[N:18][C:19]([CH2:20][CH3:21])=[C:14]([CH2:13][NH:12][C:4](=[O:5])[C:3]3[CH:7]=[CH:8][C:9]([F:11])=[CH:10][C:2]=3[F:1])[C:15]([NH:27][CH:28]3[CH2:29][CH2:30][O:31][CH2:32][CH2:33]3)=[C:16]2[CH:24]=[N:23]1)[CH3:26]. Given the reactants [F:1][C:2]1[CH:10]=[C:9]([F:11])[CH:8]=[CH:7][C:3]=1[C:4](Cl)=[O:5].[NH2:12][CH2:13][C:14]1[C:19]([CH2:20][CH3:21])=[N:18][C:17]2[N:22]([CH2:25][CH3:26])[N:23]=[CH:24][C:16]=2[C:15]=1[NH:27][CH:28]1[CH2:33][CH2:32][O:31][CH2:30][CH2:29]1.CCN(C(C)C)C(C)C, predict the reaction product. (4) Given the reactants [CH3:1][C:2]1[CH:9]=[CH:8][CH:7]=[CH:6][C:3]=1[CH:4]=O.[O:10]=[C:11]([CH:13](P(=O)(OCC)OCC)[CH2:14][CH2:15][CH2:16][CH2:17][CH3:18])[CH3:12], predict the reaction product. The product is: [CH3:1][C:2]1[CH:9]=[CH:8][CH:7]=[CH:6][C:3]=1/[CH:4]=[C:13](\[CH2:14][CH2:15][CH2:16][CH2:17][CH3:18])/[C:11](=[O:10])[CH3:12]. (5) Given the reactants Cl.[Cl:2][C:3]1[CH:8]=[CH:7][CH:6]=[C:5]([Cl:9])[C:4]=1[C:10]1[NH:11][C:12]2[CH:18]=[C:17]([C:19](Cl)=[O:20])[CH:16]=[CH:15][C:13]=2[N:14]=1.[CH2:22]([NH2:25])[CH2:23][CH3:24].CCN(C(C)C)C(C)C.CO, predict the reaction product. The product is: [CH2:22]([NH:25][C:19]([C:17]1[CH:16]=[CH:15][C:13]2[N:14]=[C:10]([C:4]3[C:5]([Cl:9])=[CH:6][CH:7]=[CH:8][C:3]=3[Cl:2])[NH:11][C:12]=2[CH:18]=1)=[O:20])[CH2:23][CH3:24]. (6) Given the reactants [O:1]=[C:2]1[C:6]2([CH2:11][CH2:10][N:9]([C:12]([O:14][C:15]([CH3:18])([CH3:17])[CH3:16])=[O:13])[CH2:8][CH2:7]2)[N:5]([C:19]2[CH:24]=[CH:23][CH:22]=[CH:21][CH:20]=2)[CH2:4][NH:3]1.Br[C@H:26]([C:31]1[CH:36]=[CH:35][CH:34]=[CH:33][CH:32]=1)[C:27]([O:29][CH3:30])=[O:28].C(=O)([O-])[O-].[K+].[K+], predict the reaction product. The product is: [CH3:30][O:29][C:27](=[O:28])[C@H:26]([N:3]1[C:2](=[O:1])[C:6]2([CH2:7][CH2:8][N:9]([C:12]([O:14][C:15]([CH3:18])([CH3:17])[CH3:16])=[O:13])[CH2:10][CH2:11]2)[N:5]([C:19]2[CH:20]=[CH:21][CH:22]=[CH:23][CH:24]=2)[CH2:4]1)[C:31]1[CH:32]=[CH:33][CH:34]=[CH:35][CH:36]=1. (7) Given the reactants [F:1][C:2]1[CH:7]=[C:6]([F:8])[CH:5]=[CH:4][C:3]=1[S:9](/[CH:12]=[CH:13]/[C:14]1[C:15]([NH:23][C:24]2[CH:28]=[CH:27][N:26]([CH3:29])[N:25]=2)=[N:16][C:17](S(C)=O)=[N:18][CH:19]=1)(=[O:11])=[O:10].[CH3:30][N:31]1[CH2:36][CH2:35][N:34]([C:37]2[CH:43]=[CH:42][C:40]([NH2:41])=[CH:39][CH:38]=2)[CH2:33][CH2:32]1, predict the reaction product. The product is: [F:1][C:2]1[CH:7]=[C:6]([F:8])[CH:5]=[CH:4][C:3]=1[S:9](/[CH:12]=[CH:13]/[C:14]1[C:15]([NH:23][C:24]2[CH:28]=[CH:27][N:26]([CH3:29])[N:25]=2)=[N:16][C:17]([NH:41][C:40]2[CH:39]=[CH:38][C:37]([N:34]3[CH2:33][CH2:32][N:31]([CH3:30])[CH2:36][CH2:35]3)=[CH:43][CH:42]=2)=[N:18][CH:19]=1)(=[O:11])=[O:10].